Dataset: Catalyst prediction with 721,799 reactions and 888 catalyst types from USPTO. Task: Predict which catalyst facilitates the given reaction. (1) Reactant: [CH2:1](OC([N:11]1[CH2:22][CH2:21][N:20]2[CH2:23][CH2:24][CH2:25][N:14]([CH2:15][CH2:16][N:17](C(OCC3C=CC=CC=3)=O)[CH2:18][CH2:19]2)[CH2:13][CH2:12]1)=O)[C:2]1C=CC=C[CH:3]=1. Product: [CH2:1]=[CH:2][CH3:3].[N:14]12[CH2:25][CH2:24][CH2:23][N:20]([CH2:21][CH2:22][NH:11][CH2:12][CH2:13]1)[CH2:19][CH2:18][NH:17][CH2:16][CH2:15]2. The catalyst class is: 14. (2) Reactant: C([O:3][C:4]([C:6]1[S:10][C:9]([C:11]2[S:19][C:18]3[C:13](=[N:14][CH:15]=[CH:16][C:17]=3[Cl:20])[CH:12]=2)=[N:8][C:7]=1[CH3:21])=[O:5])C.C1COCC1.[OH-].[K+].Cl. Product: [Cl:20][C:17]1[CH:16]=[CH:15][N:14]=[C:13]2[CH:12]=[C:11]([C:9]3[S:10][C:6]([C:4]([OH:5])=[O:3])=[C:7]([CH3:21])[N:8]=3)[S:19][C:18]=12. The catalyst class is: 8. (3) Reactant: [F:1][C:2]1[CH:3]=[C:4]([C@:13]2([NH:23][C:24]([C:26]3[CH:34]=[CH:33][C:29]([C:30](O)=[O:31])=[CH:28][CH:27]=3)=[O:25])[C:18]3=[N:19][CH:20]=[CH:21][CH:22]=[C:17]3[O:16][CH2:15][CH2:14]2)[CH:5]=[CH:6][C:7]=1[O:8][C:9]([F:12])([F:11])[F:10].[H-].[H-].[H-].[H-].[Li+].[Al+3]. Product: [F:1][C:2]1[CH:3]=[C:4]([C@:13]2([NH:23][C:24](=[O:25])[C:26]3[CH:27]=[CH:28][C:29]([CH2:30][OH:31])=[CH:33][CH:34]=3)[C:18]3=[N:19][CH:20]=[CH:21][CH:22]=[C:17]3[O:16][CH2:15][CH2:14]2)[CH:5]=[CH:6][C:7]=1[O:8][C:9]([F:11])([F:12])[F:10]. The catalyst class is: 1. (4) Reactant: [CH2:1]([N:8]1[C:16]2[C:11](=[CH:12][C:13]([C:17]3[CH:22]=[CH:21][C:20]([OH:23])=[CH:19][CH:18]=3)=[CH:14][CH:15]=2)[C:10]([CH2:24][C:25]2[CH:30]=[CH:29][CH:28]=[CH:27][CH:26]=2)=[C:9]1[CH3:31])[C:2]1[CH:7]=[CH:6][CH:5]=[CH:4][CH:3]=1.C([O-])([O-])=O.[K+].[K+].Br[CH2:39][C:40]#[N:41]. The catalyst class is: 21. Product: [CH2:1]([N:8]1[C:16]2[C:11](=[CH:12][C:13]([C:17]3[CH:22]=[CH:21][C:20]([O:23][CH2:39][C:40]#[N:41])=[CH:19][CH:18]=3)=[CH:14][CH:15]=2)[C:10]([CH2:24][C:25]2[CH:30]=[CH:29][CH:28]=[CH:27][CH:26]=2)=[C:9]1[CH3:31])[C:2]1[CH:3]=[CH:4][CH:5]=[CH:6][CH:7]=1. (5) Reactant: [CH3:1][N:2]1[C:7](=[O:8])[CH:6]=[C:5]([N:9]2[CH2:14][CH2:13][O:12][CH2:11][CH2:10]2)[N:4]=[C:3]1[CH2:15][C:16]([O-:18])=O.[Na+].[NH:20]1[C:28]2[CH:27]=[CH:26][CH:25]=[C:24]([OH:29])[C:23]=2[CH2:22][CH2:21]1.Cl.CN(C)CCCN=C=NCC. Product: [OH:29][C:24]1[CH:25]=[CH:26][CH:27]=[C:28]2[C:23]=1[CH2:22][CH2:21][N:20]2[C:16](=[O:18])[CH2:15][C:3]1[N:2]([CH3:1])[C:7](=[O:8])[CH:6]=[C:5]([N:9]2[CH2:10][CH2:11][O:12][CH2:13][CH2:14]2)[N:4]=1. The catalyst class is: 672. (6) Reactant: [CH:1]([C:3]1[O:4][C:5]2[CH:11]=[CH:10][C:9]([C:12]#[N:13])=[CH:8][C:6]=2[CH:7]=1)=O.[C:14]([CH2:16][C:17]([O:19][CH2:20][CH3:21])=[O:18])#[N:15].N1CCCCC1.[CH2:28]([O:30][C:31](=[O:46])[CH:32]=[C:33]([NH:35][C:36]1[CH:41]=[CH:40][CH:39]=[C:38]([C:42]([F:45])([F:44])[F:43])[CH:37]=1)[CH3:34])[CH3:29]. Product: [NH2:15][C:14]1[N:35]([C:36]2[CH:41]=[CH:40][CH:39]=[C:38]([C:42]([F:43])([F:44])[F:45])[CH:37]=2)[C:33]([CH3:34])=[C:32]([C:31]([O:30][CH2:28][CH3:29])=[O:46])[CH:1]([C:3]2[O:4][C:5]3[CH:11]=[CH:10][C:9]([C:12]#[N:13])=[CH:8][C:6]=3[CH:7]=2)[C:16]=1[C:17]([O:19][CH2:20][CH3:21])=[O:18]. The catalyst class is: 8.